From a dataset of Forward reaction prediction with 1.9M reactions from USPTO patents (1976-2016). Predict the product of the given reaction. (1) The product is: [I-:2].[CH2:22]([N:20]1[C:30]([CH3:35])=[C:29]([CH3:1])[N+:18]([O:40][CH3:38])=[CH:19]1)[C:23]1[CH:24]=[CH:25][CH:26]=[CH:27][CH:28]=1. Given the reactants [CH3:1][I:2].[N+]1([O-])C=CNC=1.C(N1C[N:20]([CH2:22][C:23]2[CH:28]=[CH:27][CH:26]=[CH:25][CH:24]=2)[CH2:19][N:18]([CH2:29][C:30]2[CH:35]=CC=CC=2)C1)C1C=CC=CC=1.CC(=NO)[C:38](=[O:40])C, predict the reaction product. (2) Given the reactants [OH-].[Li+].[CH2:3]([S:10][C:11]1[N:16]=[C:15]([NH:17][S:18]([C:21]2[O:25][C:24]([C:26]([O:28]C)=[O:27])=[CH:23][CH:22]=2)(=[O:20])=[O:19])[CH:14]=[C:13]([NH:30][C@H:31]([CH3:41])[CH2:32][O:33][Si:34]([C:37]([CH3:40])([CH3:39])[CH3:38])([CH3:36])[CH3:35])[N:12]=1)[C:4]1[CH:9]=[CH:8][CH:7]=[CH:6][CH:5]=1, predict the reaction product. The product is: [CH2:3]([S:10][C:11]1[N:16]=[C:15]([NH:17][S:18]([C:21]2[O:25][C:24]([C:26]([OH:28])=[O:27])=[CH:23][CH:22]=2)(=[O:19])=[O:20])[CH:14]=[C:13]([NH:30][C@H:31]([CH3:41])[CH2:32][O:33][Si:34]([C:37]([CH3:40])([CH3:39])[CH3:38])([CH3:35])[CH3:36])[N:12]=1)[C:4]1[CH:9]=[CH:8][CH:7]=[CH:6][CH:5]=1. (3) Given the reactants [N:1]1[C:5]2[CH:6]=[CH:7][C:8]([C:10]([NH:12][NH2:13])=[O:11])=[CH:9][C:4]=2[NH:3][CH:2]=1.[CH3:14][O:15][C:16]1[C:21]([O:22][CH3:23])=[CH:20][CH:19]=[CH:18][C:17]=1[CH2:24][CH2:25][C:26](Cl)=O.O=P(Cl)(Cl)Cl, predict the reaction product. The product is: [CH3:14][O:15][C:16]1[C:21]([O:22][CH3:23])=[CH:20][CH:19]=[CH:18][C:17]=1[CH2:24][CH2:25][C:26]1[O:11][C:10]([C:8]2[CH:7]=[CH:6][C:5]3[NH:1][CH:2]=[N:3][C:4]=3[CH:9]=2)=[N:12][N:13]=1. (4) The product is: [F:20][C:2]([F:1])([F:19])[C:3]1[CH:4]=[CH:5][C:6]([CH:9]2[C:18]3[C:13](=[CH:14][CH:15]=[CH:16][CH:17]=3)[CH2:12][CH2:11][N:10]2[C:35]([NH2:36])=[O:34])=[CH:7][CH:8]=1. Given the reactants [F:1][C:2]([F:20])([F:19])[C:3]1[CH:8]=[CH:7][C:6]([CH:9]2[C:18]3[C:13](=[CH:14][CH:15]=[CH:16][CH:17]=3)[CH2:12][CH2:11][NH:10]2)=[CH:5][CH:4]=1.N1C=CC=CC=1.C(N(CC)CC)C.[O-:34][C:35]#[N:36].[K+].C(O)(=O)C, predict the reaction product. (5) Given the reactants [C:1]([O:5][C:6]([NH:8][CH2:9][C:10]1[CH:11]=[N:12][C:13](Cl)=[CH:14][CH:15]=1)=[O:7])([CH3:4])([CH3:3])[CH3:2].[CH:17]1([CH:23]=[CH:24]B(O)O)[CH2:22][CH2:21][CH2:20][CH2:19][CH2:18]1.C(Cl)Cl.C([O-])([O-])=O.[Na+].[Na+], predict the reaction product. The product is: [C:1]([O:5][C:6]([NH:8][CH2:9][C:10]1[CH:11]=[N:12][C:13](/[CH:24]=[CH:23]/[CH:17]2[CH2:22][CH2:21][CH2:20][CH2:19][CH2:18]2)=[CH:14][CH:15]=1)=[O:7])([CH3:4])([CH3:3])[CH3:2]. (6) Given the reactants [Cl:1][C:2]1[CH:3]=[N:4][C:5]2[N:6]([N:8]=[C:9]([C:11]([OH:13])=O)[CH:10]=2)[CH:7]=1.[CH3:14][S:15]([C:18]1[CH:19]=[C:20]2[C:25](=[CH:26][CH:27]=1)[N:24]([CH3:28])[NH:23][CH2:22][CH2:21]2)(=[O:17])=[O:16], predict the reaction product. The product is: [Cl:1][C:2]1[CH:3]=[N:4][C:5]2[N:6]([N:8]=[C:9]([C:11]([N:23]3[CH2:22][CH2:21][C:20]4[C:25](=[CH:26][CH:27]=[C:18]([S:15]([CH3:14])(=[O:17])=[O:16])[CH:19]=4)[N:24]3[CH3:28])=[O:13])[CH:10]=2)[CH:7]=1.